From a dataset of Catalyst prediction with 721,799 reactions and 888 catalyst types from USPTO. Predict which catalyst facilitates the given reaction. (1) Reactant: [C:1](Cl)(=O)C.[Na+].[Cl-].[Cl:7][C:8]1[CH:9]=[C:10]([C:15]2[CH2:19][CH:18]([CH2:20][C:21]([OH:23])=[O:22])[O:17][N:16]=2)[CH:11]=[CH:12][C:13]=1[Cl:14].Cl. Product: [CH3:1][O:22][C:21](=[O:23])[CH2:20][CH:18]1[O:17][N:16]=[C:15]([C:10]2[CH:11]=[CH:12][C:13]([Cl:14])=[C:8]([Cl:7])[CH:9]=2)[CH2:19]1. The catalyst class is: 5. (2) Reactant: [F:1][C:2]1[CH:7]=[CH:6][C:5]([N:8]2[C:16]3[C:11](=[CH:12][C:13]([OH:17])=[CH:14][CH:15]=3)[CH:10]=[CH:9]2)=[CH:4][CH:3]=1.C([O-])([O-])=O.[K+].[K+].[Br:24][CH2:25][CH2:26][CH2:27][CH2:28]Br. Product: [Br:24][CH2:25][CH2:26][CH2:27][CH2:28][O:17][C:13]1[CH:12]=[C:11]2[C:16](=[CH:15][CH:14]=1)[N:8]([C:5]1[CH:6]=[CH:7][C:2]([F:1])=[CH:3][CH:4]=1)[CH:9]=[CH:10]2. The catalyst class is: 21. (3) Product: [C:10]([O:14][C:15](=[O:25])[CH:16]([C:17]1[CH:18]=[CH:19][C:20]([O:23][CH3:24])=[CH:21][CH:22]=1)[C:7](=[O:9])[C:2]1[CH:3]=[N:4][CH:5]=[CH:6][N:1]=1)([CH3:12])([CH3:13])[CH3:11]. Reactant: [N:1]1[CH:6]=[CH:5][N:4]=[CH:3][C:2]=1[C:7]([OH:9])=O.[C:10]([O:14][C:15](=[O:25])[CH2:16][C:17]1[CH:22]=[CH:21][C:20]([O:23][CH3:24])=[CH:19][CH:18]=1)([CH3:13])([CH3:12])[CH3:11].[H-].[Na+].O. The catalyst class is: 875.